The task is: Predict the product of the given reaction.. This data is from Forward reaction prediction with 1.9M reactions from USPTO patents (1976-2016). (1) Given the reactants [Cl:1][C:2]1[CH:7]=[C:6](B(O)O)[CH:5]=[CH:4][N:3]=1.Br[C:12]1[CH:13]=[C:14]2[C:18](=[C:19]([C:21]([NH2:23])=[O:22])[CH:20]=1)[NH:17][CH:16]=[C:15]2[CH:24]1[CH2:29][CH2:28][S:27](=[O:31])(=[O:30])[CH2:26][CH2:25]1.C(=O)([O-])[O-].[K+].[K+].O1CCOCC1, predict the reaction product. The product is: [Cl:1][C:2]1[CH:7]=[C:6]([C:12]2[CH:13]=[C:14]3[C:18](=[C:19]([C:21]([NH2:23])=[O:22])[CH:20]=2)[NH:17][CH:16]=[C:15]3[CH:24]2[CH2:25][CH2:26][S:27](=[O:30])(=[O:31])[CH2:28][CH2:29]2)[CH:5]=[CH:4][N:3]=1. (2) Given the reactants [CH2:1]([C:3]([C:7]1[S:11][C:10]2[CH:12]=[C:13]([C:16]([OH:18])=[O:17])[CH:14]=[CH:15][C:9]=2[CH:8]=1)(O)[CH2:4][CH3:5])[CH3:2].[C:19]1([CH3:26])[C:24]([OH:25])=[CH:23][CH:22]=[CH:21][CH:20]=1.B(F)(F)F.CCOCC, predict the reaction product. The product is: [CH2:1]([C:3]([C:7]1[S:11][C:10]2[CH:12]=[C:13]([C:16]([OH:18])=[O:17])[CH:14]=[CH:15][C:9]=2[CH:8]=1)([C:21]1[CH:22]=[CH:23][C:24]([OH:25])=[C:19]([CH3:26])[CH:20]=1)[CH2:4][CH3:5])[CH3:2]. (3) Given the reactants [F:1][C:2]1[CH:3]=[C:4]([S:9](Cl)(=[O:11])=[O:10])[CH:5]=[C:6]([F:8])[CH:7]=1.[NH2:13][C:14]1[C:15]([O:29][C:30]2[CH:35]=[CH:34][C:33]([C:36]#[N:37])=[CH:32][CH:31]=2)=[N:16][C:17]([O:20][C:21]2[CH:26]=[CH:25][C:24]([C:27]#[N:28])=[CH:23][CH:22]=2)=[CH:18][CH:19]=1, predict the reaction product. The product is: [C:36]([C:33]1[CH:34]=[CH:35][C:30]([O:29][C:15]2[C:14]([NH:13][S:9]([C:4]3[CH:3]=[C:2]([F:1])[CH:7]=[C:6]([F:8])[CH:5]=3)(=[O:11])=[O:10])=[CH:19][CH:18]=[C:17]([O:20][C:21]3[CH:26]=[CH:25][C:24]([C:27]#[N:28])=[CH:23][CH:22]=3)[N:16]=2)=[CH:31][CH:32]=1)#[N:37].